Dataset: Forward reaction prediction with 1.9M reactions from USPTO patents (1976-2016). Task: Predict the product of the given reaction. (1) Given the reactants [CH3:1][O:2][C:3]1[CH:4]=[C:5]2[C:10](=[CH:11][CH:12]=1)[N:9]=[C:8]([OH:13])[C:7](O)=[N:6]2.O=S(Cl)[Cl:17].Cl, predict the reaction product. The product is: [Cl:17][C:7]1[C:8]([OH:13])=[N:9][C:10]2[C:5]([N:6]=1)=[CH:4][C:3]([O:2][CH3:1])=[CH:12][CH:11]=2. (2) Given the reactants C(OC(=O)[NH:7][C:8]1([C:12]2[CH:17]=[CH:16][C:15]([C:18]3[C:23]([C:24]4[CH:29]=[CH:28][CH:27]=[CH:26][CH:25]=4)=[CH:22][N:21]4[C:30]([Br:33])=[CH:31][N:32]=[C:20]4[N:19]=3)=[CH:14][CH:13]=2)[CH2:11][CH2:10][CH2:9]1)(C)(C)C.Cl.CO, predict the reaction product. The product is: [Br:33][C:30]1[N:21]2[CH:22]=[C:23]([C:24]3[CH:25]=[CH:26][CH:27]=[CH:28][CH:29]=3)[C:18]([C:15]3[CH:14]=[CH:13][C:12]([C:8]4([NH2:7])[CH2:9][CH2:10][CH2:11]4)=[CH:17][CH:16]=3)=[N:19][C:20]2=[N:32][CH:31]=1. (3) Given the reactants [NH:1]1[C:5]2=[N:6][CH:7]=[N:8][CH:9]=[C:4]2[C:3](N)=[N:2]1.N([O-])=O.[Na+].[I-:15].[K+].C(=O)([O-])[O-].[Na+].[Na+], predict the reaction product. The product is: [I:15][C:3]1[C:4]2[C:5](=[N:6][CH:7]=[N:8][CH:9]=2)[NH:1][N:2]=1. (4) Given the reactants C1N(CCS(O)(=O)=O)CC[O:3]C1.[NH:13]1[CH2:20][CH2:19][CH2:18][C@H:14]1[C:15]([OH:17])=[O:16].O=C(CCC([O-])=O)C([O-])=O.O=C1O[C@H]([C@H](CO)O)C(O)=C1O, predict the reaction product. The product is: [OH:3][C@H:19]1[CH2:20][NH:13][C@H:14]([C:15]([OH:17])=[O:16])[CH2:18]1. (5) Given the reactants C([O:3][C:4]([C:6]1[C:7]([CH3:17])=[N:8][C:9]([NH:13][CH2:14][C:15]#[CH:16])=[N:10][C:11]=1[CH3:12])=[O:5])C.O.[OH-].[Li+].OS([O-])(=O)=O.[K+], predict the reaction product. The product is: [CH3:12][C:11]1[C:6]([C:4]([OH:5])=[O:3])=[C:7]([CH3:17])[N:8]=[C:9]([NH:13][CH2:14][C:15]#[CH:16])[N:10]=1. (6) Given the reactants C[O:2][C:3]([C:5]1[C:15](C(OC)=O)=[C:8]2[CH:9]=[C:10]([Br:14])[CH:11]=[C:12]([Cl:13])[N:7]2[N:6]=1)=[O:4].S(=O)(=O)(O)O.[OH-].[Na+], predict the reaction product. The product is: [Br:14][C:10]1[CH:11]=[C:12]([Cl:13])[N:7]2[N:6]=[C:5]([C:3]([OH:4])=[O:2])[CH:15]=[C:8]2[CH:9]=1. (7) Given the reactants Cl.[CH3:2][O:3][C:4]1[CH:5]=[C:6]([CH:30]=[CH:31][C:32]=1[O:33][CH3:34])[C:7]([NH:9][CH2:10][C:11]1[CH:16]=[CH:15][CH:14]=[C:13]([C:17](=[O:29])[NH:18][C:19]2[CH:28]=[C:27]3[C:22]([CH2:23][CH2:24][NH:25][CH2:26]3)=[CH:21][CH:20]=2)[CH:12]=1)=[O:8].CC(O)=O.[CH:39](=O)[C:40]1[CH:45]=[CH:44][CH:43]=[CH:42][CH:41]=1.[BH-](OC(C)=O)(OC(C)=O)OC(C)=O.[Na+], predict the reaction product. The product is: [CH2:39]([N:25]1[CH2:24][CH2:23][C:22]2[C:27](=[CH:28][C:19]([NH:18][C:17]([C:13]3[CH:12]=[C:11]([CH:16]=[CH:15][CH:14]=3)[CH2:10][NH:9][C:7](=[O:8])[C:6]3[CH:30]=[CH:31][C:32]([O:33][CH3:34])=[C:4]([O:3][CH3:2])[CH:5]=3)=[O:29])=[CH:20][CH:21]=2)[CH2:26]1)[C:40]1[CH:45]=[CH:44][CH:43]=[CH:42][CH:41]=1.